Task: Binary Classification. Given a drug SMILES string, predict its activity (active/inactive) in a high-throughput screening assay against a specified biological target.. Dataset: HIV replication inhibition screening data with 41,000+ compounds from the AIDS Antiviral Screen (1) The compound is Oc1cccc2c1NC1=C(CCCC1=Cc1ccccc1)C2. The result is 0 (inactive). (2) The compound is COc1ccccc1CNCCCCCNCCCCCCCCCCNCCCCCNCc1ccccc1OC.Cl. The result is 0 (inactive). (3) The drug is CC(=NN=Cc1ccccn1)C(C)=NN=Cc1ccccn1. The result is 0 (inactive). (4) The compound is O=C(O)c1c2c(nc3ccccc13)CCCC2. The result is 0 (inactive). (5) The compound is CCCCCCCCCNC(=N)CSSCC(=N)NCCCCCCCCC. The result is 0 (inactive).